From a dataset of Full USPTO retrosynthesis dataset with 1.9M reactions from patents (1976-2016). Predict the reactants needed to synthesize the given product. (1) Given the product [Br:12][C:13]1[C:18]([C:19](=[O:20])[CH:2]=[CH2:9])=[C:17]([F:21])[C:16]([Cl:22])=[CH:15][CH:14]=1, predict the reactants needed to synthesize it. The reactants are: Cl[C:2]1C(F)=C(C(F)=C[CH:9]=1)C=O.[Br:12][C:13]1[C:18]([CH:19]=[O:20])=[C:17]([F:21])[C:16]([Cl:22])=[CH:15][CH:14]=1. (2) Given the product [Ca:22].[S:2]([C:6]1[CH:15]=[C:10]([C:11]([O:13][CH3:14])=[O:12])[CH:9]=[C:8]([CH:7]=1)[C:16]([O:18][CH3:19])=[O:17])([OH:5])(=[O:4])=[O:3], predict the reactants needed to synthesize it. The reactants are: [Na].[S:2]([C:6]1[CH:7]=[C:8]([C:16]([O:18][CH3:19])=[O:17])[CH:9]=[C:10]([CH:15]=1)[C:11]([O:13][CH3:14])=[O:12])([OH:5])(=[O:4])=[O:3].[Na].[Cl-].[Ca+2:22].[Cl-]. (3) Given the product [Br:1][C:2]1[CH:3]=[CH:4][C:5]([C:8]2[C:12]([O:13][CH2:14][C:15]3[CH:20]=[CH:19][C:18]([O:21][CH3:22])=[CH:17][CH:16]=3)=[C:11]([C:23]([O:25][CH3:26])=[O:24])[N:10]([CH3:30])[N:9]=2)=[CH:6][CH:7]=1, predict the reactants needed to synthesize it. The reactants are: [Br:1][C:2]1[CH:7]=[CH:6][C:5]([C:8]2[C:12]([O:13][CH2:14][C:15]3[CH:20]=[CH:19][C:18]([O:21][CH3:22])=[CH:17][CH:16]=3)=[C:11]([C:23]([O:25][CH3:26])=[O:24])[NH:10][N:9]=2)=[CH:4][CH:3]=1.O.[OH-].[Li+].[CH3:30]I.